From a dataset of Experimentally validated miRNA-target interactions with 360,000+ pairs, plus equal number of negative samples. Binary Classification. Given a miRNA mature sequence and a target amino acid sequence, predict their likelihood of interaction. (1) The miRNA is hsa-miR-129-1-3p with sequence AAGCCCUUACCCCAAAAAGUAU. The protein sequence of the target gene is MAVFKTTLWRLISGTLGIICLSLMSTLGILLKNSFTKLSIEPAFTPGPNIELQKDSDCCSCQEKWVGYRCNCYFISSEQKTWNESRHLCASQKSSLLQLQNTDELDFMSSSQQFYWIGLSYSEEHTAWLWENGSALSQYLFPSFETFNTKNCIAYNPNGNALDESCEDKNRYICKQQLI. Result: 1 (interaction). (2) The miRNA is mmu-miR-1954 with sequence ACUGCAGAGUGAGACCCUGUU. The protein sequence of the target gene is MPAFNRLFPLASLVLIYWVSVCFPVCVEVPSETEAVQGNPMKLRCISCMKREEVEATTVVEWFYRPEGGKDFLIYEYRNGHQEVESPFQGRLQWNGSKDLQDVSITVLNVTLNDSGLYTCNVSREFEFEAHRPFVKTTRLIPLRVTEEAGEDFTSVVSEIMMYILLVFLTLWLLIEMIYCYRKVSKAEEAAQENASDYLAIPSENKENSAVPVEE. Result: 0 (no interaction).